From a dataset of Forward reaction prediction with 1.9M reactions from USPTO patents (1976-2016). Predict the product of the given reaction. (1) Given the reactants FC(F)(F)C(O)=O.[CH:8]1([C@H:14]([NH:22][C:23]([C:25]2[CH:30]=[CH:29][C:28]([C:31]3[CH:36]=[CH:35][CH:34]=[CH:33][CH:32]=3)=[CH:27][C:26]=2[NH:37][C:38]([NH:40][C:41]2[C:46]([Cl:47])=[CH:45][CH:44]=[CH:43][C:42]=2[Cl:48])=[O:39])=[O:24])[C:15]([O:17]C(C)(C)C)=[O:16])[CH2:13][CH2:12][CH2:11][CH2:10][CH2:9]1, predict the reaction product. The product is: [CH:8]1([C@H:14]([NH:22][C:23]([C:25]2[CH:30]=[CH:29][C:28]([C:31]3[CH:36]=[CH:35][CH:34]=[CH:33][CH:32]=3)=[CH:27][C:26]=2[NH:37][C:38]([NH:40][C:41]2[C:42]([Cl:48])=[CH:43][CH:44]=[CH:45][C:46]=2[Cl:47])=[O:39])=[O:24])[C:15]([OH:17])=[O:16])[CH2:13][CH2:12][CH2:11][CH2:10][CH2:9]1. (2) The product is: [CH2:17]([NH:24][C:25]([NH:16][C:10]1[CH:11]=[CH:12][C:13]([O:14][CH3:15])=[C:8]([C:3]2[N:4]([CH3:7])[N:5]=[CH:6][C:2]=2[Cl:1])[CH:9]=1)=[O:26])[C:18]1[CH:23]=[CH:22][CH:21]=[CH:20][CH:19]=1. Given the reactants [Cl:1][C:2]1[CH:6]=[N:5][N:4]([CH3:7])[C:3]=1[C:8]1[CH:9]=[C:10]([NH2:16])[CH:11]=[CH:12][C:13]=1[O:14][CH3:15].[CH2:17]([N:24]=[C:25]=[O:26])[C:18]1[CH:23]=[CH:22][CH:21]=[CH:20][CH:19]=1, predict the reaction product.